From a dataset of Reaction yield outcomes from USPTO patents with 853,638 reactions. Predict the reaction yield, written as a fraction of the theoretical maximum amount of product (1.0 means a 100% yield; for example, 0.34 means a 34% yield). (1) The reactants are [NH2:1][C:2]1[C:3]([OH:12])=[CH:4][C:5]([C:8]([F:11])([F:10])[F:9])=[N:6][CH:7]=1.[CH3:13][C:14]1[N:19]=[CH:18][C:17]([S:20](Cl)(=[O:22])=[O:21])=[CH:16][CH:15]=1. The catalyst is N1C=CC=CC=1. The product is [OH:12][C:3]1[CH:4]=[C:5]([C:8]([F:11])([F:9])[F:10])[N:6]=[CH:7][C:2]=1[NH:1][S:20]([C:17]1[CH:18]=[N:19][C:14]([CH3:13])=[CH:15][CH:16]=1)(=[O:22])=[O:21]. The yield is 0.0700. (2) The reactants are [F:1][C:2]1[C:7]([N:8]2[C:12]([OH:13])=[CH:11][C:10]([C:14]([O:16][CH2:17][CH3:18])=[O:15])=[N:9]2)=[CH:6][CH:5]=[CH:4][N:3]=1.C(N(CC)CC)C.C1C=CC(N([S:33]([C:36]([F:39])([F:38])[F:37])(=[O:35])=[O:34])[S:33]([C:36]([F:39])([F:38])[F:37])(=[O:35])=[O:34])=CC=1.O. The catalyst is O1CCCC1. The product is [F:1][C:2]1[C:7]([N:8]2[C:12]([O:13][S:33]([C:36]([F:39])([F:38])[F:37])(=[O:35])=[O:34])=[CH:11][C:10]([C:14]([O:16][CH2:17][CH3:18])=[O:15])=[N:9]2)=[CH:6][CH:5]=[CH:4][N:3]=1. The yield is 0.700. (3) The reactants are C1CO[C:8]23OCC[O:12][C:3]2([C@:4]2([CH2:27][CH2:26][C@H:25]4[C@@H:15]([CH2:16][C@H:17]([NH:28][CH:29]=[O:30])[CH:18]5[C@:23]4([CH3:24])[CH2:22][CH2:21][CH2:20][CH2:19]5)[C@@H:6]2[CH2:7]3)[CH3:5])O1.C=C1C2[C@](C)(CCC(=[O:50])C2)[C@@H]2[C@H]([C@H]3[C@@](CC2)(C)C(=O)CC3)C1. No catalyst specified. The product is [CH:29]([NH:28][C@@H:17]1[CH:18]2[C@:23]([CH3:24])([CH2:22][CH2:21][C:20](=[O:50])[CH2:19]2)[C@@H:25]2[C@H:15]([C@H:6]3[C@@:4]([CH2:27][CH2:26]2)([CH3:5])[C:3](=[O:12])[CH2:8][CH2:7]3)[CH2:16]1)=[O:30]. The yield is 0.960. (4) The reactants are Cl[CH2:2][CH2:3][CH2:4][S:5]([CH3:8])(=[O:7])=[O:6].[NH:9]1[C:17]2[CH:16]=[CH:15][CH:14]=[C:13]([OH:18])[C:12]=2[CH:11]=[CH:10]1.C([O-])([O-])=O.[K+].[K+]. The catalyst is CC#N. The product is [CH3:8][S:5]([CH2:4][CH2:3][CH2:2][O:18][C:13]1[CH:14]=[CH:15][CH:16]=[C:17]2[C:12]=1[CH:11]=[CH:10][NH:9]2)(=[O:7])=[O:6]. The yield is 0.820. (5) The reactants are [F:1][C:2]1[CH:11]=[C:10]2[C:5]([C:6](=O)[CH2:7][C:8]([CH3:13])([CH3:12])[O:9]2)=[CH:4][CH:3]=1.C[Si](C#N)(C)C.[C:21]([O:24]CC)(=[O:23])C. The catalyst is Cl.[I-].[Zn+2].[I-]. The product is [F:1][C:2]1[CH:11]=[C:10]2[C:5]([CH:6]([C:21]([OH:24])=[O:23])[CH2:7][C:8]([CH3:13])([CH3:12])[O:9]2)=[CH:4][CH:3]=1. The yield is 0.242. (6) The reactants are [NH2:1][C:2]1[CH:3]=[C:4]2[C:8](=[CH:9][CH:10]=1)[CH2:7][N:6]([C:11](=[O:30])[C@H:12]([NH:22]C(=O)OC(C)(C)C)[CH2:13][C:14]1[CH:19]=[CH:18][C:17]([Cl:20])=[CH:16][C:15]=1[Cl:21])[CH2:5]2.[CH3:31][N:32]([CH3:42])[C:33]1[CH:38]=[CH:37][C:36]([N:39]=[C:40]=[O:41])=[CH:35][CH:34]=1.CCN(CC)CC.C(O)(C(F)(F)F)=O. The catalyst is C1COCC1.C(Cl)Cl. The product is [NH2:22][C@H:12]([CH2:13][C:14]1[CH:19]=[CH:18][C:17]([Cl:20])=[CH:16][C:15]=1[Cl:21])[C:11]([N:6]1[CH2:5][C:4]2[C:8](=[CH:9][CH:10]=[C:2]([NH:1][C:40]([NH:39][C:36]3[CH:37]=[CH:38][C:33]([N:32]([CH3:42])[CH3:31])=[CH:34][CH:35]=3)=[O:41])[CH:3]=2)[CH2:7]1)=[O:30]. The yield is 0.740. (7) The reactants are Br[CH2:2][CH2:3][O:4][C:5]1[CH:10]=[C:9]([S:11]([CH3:14])(=[O:13])=[O:12])[CH:8]=[C:7]([F:15])[CH:6]=1.[CH2:16]([NH2:19])[CH2:17][CH3:18]. The catalyst is C(O)C. The product is [F:15][C:7]1[CH:6]=[C:5]([CH:10]=[C:9]([S:11]([CH3:14])(=[O:13])=[O:12])[CH:8]=1)[O:4][CH2:3][CH2:2][NH:19][CH2:16][CH2:17][CH3:18]. The yield is 0.870.